This data is from Catalyst prediction with 721,799 reactions and 888 catalyst types from USPTO. The task is: Predict which catalyst facilitates the given reaction. Reactant: [C:1]1([NH2:8])[CH:6]=[CH:5][CH:4]=[CH:3][C:2]=1[NH2:7].[Br:9][C:10]1[CH:11]=[CH:12][C:13]([O:20][CH3:21])=[C:14]([S:16](Cl)(=[O:18])=[O:17])[CH:15]=1. Product: [NH2:7][C:2]1[CH:3]=[CH:4][CH:5]=[CH:6][C:1]=1[NH:8][S:16]([C:14]1[CH:15]=[C:10]([Br:9])[CH:11]=[CH:12][C:13]=1[O:20][CH3:21])(=[O:17])=[O:18]. The catalyst class is: 202.